Dataset: Reaction yield outcomes from USPTO patents with 853,638 reactions. Task: Predict the reaction yield, written as a fraction of the theoretical maximum amount of product (1.0 means a 100% yield; for example, 0.34 means a 34% yield). (1) The catalyst is CC#N. The yield is 0.850. The product is [CH3:15][N:13]([CH3:14])[C:11](=[O:12])[CH2:10][N:9]([C:6]1[CH:5]=[CH:4][C:3]([O:2][CH3:1])=[CH:8][CH:7]=1)[CH2:26][C:27]([O:29][CH2:30][CH3:31])=[O:28]. The reactants are [CH3:1][O:2][C:3]1[CH:8]=[CH:7][C:6]([NH:9][CH2:10][C:11]([N:13]([CH3:15])[CH3:14])=[O:12])=[CH:5][CH:4]=1.CCN(C(C)C)C(C)C.Br[CH2:26][C:27]([O:29][CH2:30][CH3:31])=[O:28]. (2) The reactants are [CH2:1]([CH:3]1[O:5][CH2:4]1)Cl.[OH-:6].[K+].S([O-])([O-])(=O)=O.[Na+].[Na+]. No catalyst specified. The product is [CH2:1]([O:6][CH2:1][CH:3]1[O:5][CH2:4]1)[CH:3]1[O:5][CH2:4]1. The yield is 0.630. (3) The reactants are Cl.[Cl-].[NH4+].[Br:4][C:5]1[CH:12]=[CH:11]C(NC)=C([N+]([O-])=O)[C:6]=1[O:16][CH3:17].S([O-])([O-])(=O)=[O:19].[Mg+2].C1N=CN([C:29]([N:31]2[CH:35]=[N:34][CH:33]=[CH:32]2)=O)C=1. The catalyst is C(O)C.C(OCC)(=O)C.O.[Fe]. The product is [Br:4][C:5]1[CH:12]=[CH:11][C:32]2[N:31]([CH3:29])[C:35](=[O:19])[NH:34][C:33]=2[C:6]=1[O:16][CH3:17]. The yield is 0.890. (4) The reactants are O[C:2]1[CH:7]=[CH:6][C:5]([C:8]2[CH2:12][O:11][C:10](=[O:13])[C:9]=2[C:14]2[CH:19]=[CH:18][C:17]([O:20][CH3:21])=[CH:16][CH:15]=2)=[CH:4][CH:3]=1.[C:22]([O-])([O-])=O.[K+].[K+].Cl[CH2:29][C:30]1[CH:39]=[CH:38][C:37]2[C:32](=[CH:33][CH:34]=[CH:35][CH:36]=2)[N:31]=1. The catalyst is CN(C=O)C. The product is [CH3:21][O:20][C:17]1[CH:18]=[CH:19][C:14]([C:9]2[C:10](=[O:13])[O:11][CH2:12][C:8]=2[C:5]2[CH:6]=[CH:7][C:2]([CH2:22][CH2:29][C:30]3[CH:39]=[CH:38][C:37]4[C:32](=[CH:33][CH:34]=[CH:35][CH:36]=4)[N:31]=3)=[CH:3][CH:4]=2)=[CH:15][CH:16]=1. The yield is 0.120. (5) The reactants are [NH2:1][C:2]1[CH:7]=[C:6]([O:8][C:9]2[CH:14]=[CH:13][C:12]([NH:15][C:16]([C:18]3([C:21]([NH:23][C:24]4[CH:29]=[CH:28][C:27]([F:30])=[CH:26][CH:25]=4)=[O:22])[CH2:20][CH2:19]3)=[O:17])=[C:11]([F:31])[CH:10]=2)[CH:5]=[CH:4][N:3]=1.N1C=CC=CC=1.[C:38](OC(=O)C)(=[O:40])[CH3:39]. The catalyst is C(Cl)Cl. The product is [C:38]([NH:1][C:2]1[CH:7]=[C:6]([O:8][C:9]2[CH:14]=[CH:13][C:12]([NH:15][C:16]([C:18]3([C:21]([NH:23][C:24]4[CH:25]=[CH:26][C:27]([F:30])=[CH:28][CH:29]=4)=[O:22])[CH2:20][CH2:19]3)=[O:17])=[C:11]([F:31])[CH:10]=2)[CH:5]=[CH:4][N:3]=1)(=[O:40])[CH3:39]. The yield is 0.690. (6) The reactants are CCN(C(C)C)C(C)C.[F:10][CH:11]([F:41])[C:12]1[N:16]([C:17]2[N:22]=[C:21]([N:23]3[CH2:28][CH2:27][O:26][CH2:25][CH2:24]3)[N:20]=[C:19]([N:29]3[CH2:34][CH2:33][NH:32][CH2:31][CH2:30]3)[N:18]=2)[C:15]2[CH:35]=[CH:36][CH:37]=[C:38]([O:39][CH3:40])[C:14]=2[N:13]=1.[N:42]1[CH:47]=[CH:46][CH:45]=[C:44]([S:48](Cl)(=[O:50])=[O:49])[CH:43]=1. The catalyst is O. The product is [F:41][CH:11]([F:10])[C:12]1[N:16]([C:17]2[N:22]=[C:21]([N:23]3[CH2:24][CH2:25][O:26][CH2:27][CH2:28]3)[N:20]=[C:19]([N:29]3[CH2:34][CH2:33][N:32]([S:48]([C:44]4[CH:43]=[N:42][CH:47]=[CH:46][CH:45]=4)(=[O:50])=[O:49])[CH2:31][CH2:30]3)[N:18]=2)[C:15]2[CH:35]=[CH:36][CH:37]=[C:38]([O:39][CH3:40])[C:14]=2[N:13]=1. The yield is 0.860.